This data is from Full USPTO retrosynthesis dataset with 1.9M reactions from patents (1976-2016). The task is: Predict the reactants needed to synthesize the given product. (1) Given the product [Br:19][CH2:8][C:5]1[CH:6]=[CH:7][C:2]([I:1])=[CH:3][C:4]=1[N+:9]([O-:11])=[O:10], predict the reactants needed to synthesize it. The reactants are: [I:1][C:2]1[CH:7]=[CH:6][C:5]([CH3:8])=[C:4]([N+:9]([O-:11])=[O:10])[CH:3]=1.C1C(=O)N([Br:19])C(=O)C1.C(OOC(=O)C1C=CC=CC=1)(=O)C1C=CC=CC=1. (2) Given the product [OH:13][CH:5]1[CH:4]([CH3:3])[CH2:8][CH2:7][CH:6]1[C:9]([O:11][CH3:12])=[O:10], predict the reactants needed to synthesize it. The reactants are: [BH4-].[Na+].[CH3:3][CH:4]1[CH2:8][CH2:7][CH:6]([C:9]([O:11][CH3:12])=[O:10])[C:5]1=[O:13]. (3) Given the product [Cl:25][C:26]1[C:35]([N+:36]([O-:38])=[O:37])=[C:34]([NH:24][CH2:23][C:19]2[CH:18]=[C:17]([CH:22]=[CH:21][CH:20]=2)[CH2:16][NH:15][C:8](=[O:9])[O:10][C:11]([CH3:14])([CH3:13])[CH3:12])[C:33]2[C:28](=[CH:29][CH:30]=[CH:31][CH:32]=2)[N:27]=1, predict the reactants needed to synthesize it. The reactants are: C(N(CC)CC)C.[C:8]([NH:15][CH2:16][C:17]1[CH:22]=[CH:21][CH:20]=[C:19]([CH2:23][NH2:24])[CH:18]=1)([O:10][C:11]([CH3:14])([CH3:13])[CH3:12])=[O:9].[Cl:25][C:26]1[C:35]([N+:36]([O-:38])=[O:37])=[C:34](Cl)[C:33]2[C:28](=[CH:29][CH:30]=[CH:31][CH:32]=2)[N:27]=1.O. (4) Given the product [Br:1][CH2:2][C:3]([N:13]1[CH2:14][CH2:15][N:16]([C:19]([O:21][C:22]([CH3:25])([CH3:24])[CH3:23])=[O:20])[CH2:17][CH2:18]1)=[O:4], predict the reactants needed to synthesize it. The reactants are: [Br:1][CH2:2][C:3](Br)=[O:4].NC1N=CN=C([N:13]2[CH2:18][CH2:17][N:16]([C:19]([O:21][C:22]([CH3:25])([CH3:24])[CH3:23])=[O:20])[CH2:15][CH2:14]2)C=1.C(=O)([O-])[O-].[Na+].[Na+]. (5) Given the product [Br:12][C:9]1[CH:10]=[C:2]([F:1])[C:3]([OH:11])=[C:4]([CH:8]=1)[C:5]([OH:7])=[O:6], predict the reactants needed to synthesize it. The reactants are: [F:1][C:2]1[CH:10]=[CH:9][CH:8]=[C:4]([C:5]([OH:7])=[O:6])[C:3]=1[OH:11].[Br:12]Br. (6) Given the product [OH:15][CH:2]([C:6]([CH3:14])([C:8]1[CH:13]=[CH:12][CH:11]=[CH:10][CH:9]=1)[CH3:7])[C:3]([OH:5])=[O:4], predict the reactants needed to synthesize it. The reactants are: C[C:2]([OH:15])([C:6]([CH3:14])([C:8]1[CH:13]=[CH:12][CH:11]=[CH:10][CH:9]=1)[CH3:7])[C:3]([OH:5])=[O:4].O.O.[OH-].[Li+]. (7) Given the product [CH:2]1([O:8][C:9]2[CH:10]=[C:11]([CH:14]=[CH:15][CH:16]=2)[CH:12]=[O:13])[CH2:7][CH2:6][CH2:5][CH:4]=[CH:3]1, predict the reactants needed to synthesize it. The reactants are: Br[CH:2]1[CH2:7][CH2:6][CH2:5][CH:4]=[CH:3]1.[OH:8][C:9]1[CH:10]=[C:11]([CH:14]=[CH:15][CH:16]=1)[CH:12]=[O:13].